This data is from Catalyst prediction with 721,799 reactions and 888 catalyst types from USPTO. The task is: Predict which catalyst facilitates the given reaction. (1) Reactant: Cl.[CH3:2][C@@H:3]1[CH2:7][CH2:6][CH2:5][N:4]1[C:8]1[N:13]=[C:12]([NH:14][C:15]2[CH:20]=[C:19]([C:21]#[N:22])[CH:18]=[CH:17][N:16]=2)[CH:11]=[C:10]([CH:23]2[CH2:27][CH2:26][NH:25][CH2:24]2)[CH:9]=1.[O:28]1[CH2:33][CH2:32][CH:31]([CH:34]=O)[CH2:30][CH2:29]1.C(O[BH-](OC(=O)C)OC(=O)C)(=O)C.[Na+]. Product: [CH3:2][C@@H:3]1[CH2:7][CH2:6][CH2:5][N:4]1[C:8]1[N:13]=[C:12]([NH:14][C:15]2[CH:20]=[C:19]([CH:18]=[CH:17][N:16]=2)[C:21]#[N:22])[CH:11]=[C:10]([CH:23]2[CH2:27][CH2:26][N:25]([CH2:34][CH:31]3[CH2:32][CH2:33][O:28][CH2:29][CH2:30]3)[CH2:24]2)[CH:9]=1. The catalyst class is: 5. (2) Reactant: [CH3:1][NH:2][C:3]1[CH:8]=[CH:7][C:6]([CH2:9][CH2:10][CH2:11][CH2:12][CH2:13][CH2:14][CH2:15][CH2:16][CH2:17][CH2:18][CH2:19][CH2:20][CH2:21][CH2:22][CH3:23])=[CH:5][CH:4]=1.C(=O)([O-])[O-].[K+].[K+].[Br:30][CH2:31][C:32](Cl)=[O:33].Cl. Product: [Br:30][CH2:31][C:32]([N:2]([CH3:1])[C:3]1[CH:8]=[CH:7][C:6]([CH2:9][CH2:10][CH2:11][CH2:12][CH2:13][CH2:14][CH2:15][CH2:16][CH2:17][CH2:18][CH2:19][CH2:20][CH2:21][CH2:22][CH3:23])=[CH:5][CH:4]=1)=[O:33]. The catalyst class is: 4.